From a dataset of Full USPTO retrosynthesis dataset with 1.9M reactions from patents (1976-2016). Predict the reactants needed to synthesize the given product. (1) Given the product [CH:15]1([NH:14][C:4]2[N:5]=[C:6]([NH:10][CH2:11][CH2:12][OH:13])[C:7]([C:8]#[N:9])=[C:2]([N:36]3[CH2:37][CH2:38][N:33]([C:27]4[CH:32]=[CH:31][CH:30]=[CH:29][CH:28]=4)[CH2:34][CH2:35]3)[N:3]=2)[CH2:17][CH2:16]1, predict the reactants needed to synthesize it. The reactants are: Cl[C:2]1[C:7]([C:8]#[N:9])=[C:6]([NH:10][CH2:11][CH2:12][OH:13])[N:5]=[C:4]([NH:14][CH:15]2[CH2:17][CH2:16]2)[N:3]=1.C(N(C(C)C)C(C)C)C.[C:27]1([N:33]2[CH2:38][CH2:37][NH:36][CH2:35][CH2:34]2)[CH:32]=[CH:31][CH:30]=[CH:29][CH:28]=1. (2) Given the product [Br:14][C:15]1[CH2:19][CH2:18][CH2:17][C:16]=1[C:10]1[CH:11]=[CH:12][C:2]([F:1])=[C:3]([CH:9]=1)[C:4]([O:6][CH2:7][CH3:8])=[O:5], predict the reactants needed to synthesize it. The reactants are: [F:1][C:2]1[CH:12]=[CH:11][C:10](I)=[CH:9][C:3]=1[C:4]([O:6][CH2:7][CH3:8])=[O:5].[Br:14][C:15]1[CH2:19][CH2:18][CH2:17][C:16]=1B(O)O.C(=O)([O-])[O-].[K+].[K+]. (3) Given the product [O:4]1[CH2:5][CH2:6][N:1]([CH2:13][C:14]2[CH:21]=[CH:20][C:17]([C:18]#[N:19])=[CH:16][CH:15]=2)[CH2:2][CH2:3]1, predict the reactants needed to synthesize it. The reactants are: [NH:1]1[CH2:6][CH2:5][O:4][CH2:3][CH2:2]1.CN(C=O)C.Br[CH2:13][C:14]1[CH:21]=[CH:20][C:17]([C:18]#[N:19])=[CH:16][CH:15]=1.C(=O)([O-])[O-].[Na+].[Na+]. (4) Given the product [CH3:1][O:2][C:3]([C:5]1[S:6][C:7]([CH2:10][CH2:11][CH2:12][NH:13][C:14]([O:16][C:17]([CH3:20])([CH3:19])[CH3:18])=[O:15])=[CH:8][CH:9]=1)=[O:4], predict the reactants needed to synthesize it. The reactants are: [CH3:1][O:2][C:3]([C:5]1[S:6][C:7]([C:10]#[C:11][CH2:12][NH:13][C:14]([O:16][C:17]([CH3:20])([CH3:19])[CH3:18])=[O:15])=[CH:8][CH:9]=1)=[O:4]. (5) Given the product [CH:2]1([CH2:5][O:6][C:7]2[CH:12]=[C:11]([O:13][CH3:14])[CH:10]=[CH:9][C:8]=2[C:15]2[C:16]3[NH:23][C:22]([CH3:24])=[C:21]([C:25]([NH:27][C@H:28]4[C@H:32]([OH:33])[CH2:31][N:30]([C:37](=[O:38])[CH2:36][O:35][CH3:34])[CH2:29]4)=[O:26])[C:17]=3[N:18]=[CH:19][N:20]=2)[CH2:4][CH2:3]1, predict the reactants needed to synthesize it. The reactants are: Cl.[CH:2]1([CH2:5][O:6][C:7]2[CH:12]=[C:11]([O:13][CH3:14])[CH:10]=[CH:9][C:8]=2[C:15]2[C:16]3[NH:23][C:22]([CH3:24])=[C:21]([C:25]([NH:27][C@H:28]4[C@H:32]([OH:33])[CH2:31][NH:30][CH2:29]4)=[O:26])[C:17]=3[N:18]=[CH:19][N:20]=2)[CH2:4][CH2:3]1.[CH3:34][O:35][CH2:36][C:37](Cl)=[O:38]. (6) Given the product [NH2:38][C:2]1[CH:3]=[CH:4][C:5]2[O:10][CH2:9][CH2:8][N:7]([C:11]3[S:12][C:13]4[C:14](=[O:23])[NH:15][CH2:16][C:17]([CH3:22])([CH3:21])[CH2:18][C:19]=4[N:20]=3)[C:6]=2[CH:24]=1, predict the reactants needed to synthesize it. The reactants are: Br[C:2]1[CH:3]=[CH:4][C:5]2[O:10][CH2:9][CH2:8][N:7]([C:11]3[S:12][C:13]4[C:14](=[O:23])[NH:15][CH2:16][C:17]([CH3:22])([CH3:21])[CH2:18][C:19]=4[N:20]=3)[C:6]=2[CH:24]=1.C(=[NH:38])(C1C=CC=CC=1)C1C=CC=CC=1.CC(C)([O-])C.[Na+].